Dataset: Forward reaction prediction with 1.9M reactions from USPTO patents (1976-2016). Task: Predict the product of the given reaction. (1) Given the reactants [Cl:1][C:2]1[CH:3]=[C:4]2[C:10](B3OC(C)(C)C(C)(C)O3)=[CH:9][N:8]([S:20]([C:23]3[CH:28]=[CH:27][C:26]([CH3:29])=[CH:25][CH:24]=3)(=[O:22])=[O:21])[C:5]2=[N:6][CH:7]=1.Cl[C:31]1[N:36]=[C:35]([NH:37][C@H:38]2[CH2:49][CH2:48][CH2:47][C@:40]3([O:44][C:43](=[O:45])[N:42]([CH3:46])[CH2:41]3)[CH2:39]2)[C:34]([F:50])=[CH:33][N:32]=1.C([O-])([O-])=O.[Na+].[Na+], predict the reaction product. The product is: [Cl:1][C:2]1[CH:3]=[C:4]2[C:10]([C:31]3[N:36]=[C:35]([NH:37][C@H:38]4[CH2:49][CH2:48][CH2:47][C@:40]5([O:44][C:43](=[O:45])[N:42]([CH3:46])[CH2:41]5)[CH2:39]4)[C:34]([F:50])=[CH:33][N:32]=3)=[CH:9][N:8]([S:20]([C:23]3[CH:28]=[CH:27][C:26]([CH3:29])=[CH:25][CH:24]=3)(=[O:21])=[O:22])[C:5]2=[N:6][CH:7]=1. (2) Given the reactants C([N:4]1[C:13]2[C:8](=[CH:9][C:10]([C:14](=[O:17])[CH2:15]Br)=[CH:11][CH:12]=2)[CH2:7][CH2:6][CH2:5]1)(=O)C.[ClH:18], predict the reaction product. The product is: [ClH:18].[Cl:18][CH2:15][C:14]([C:10]1[CH:9]=[C:8]2[C:13](=[CH:12][CH:11]=1)[NH:4][CH2:5][CH2:6][CH2:7]2)=[O:17]. (3) Given the reactants C([O:4][CH2:5][CH2:6][N:7]1[C:15]([C:16]([OH:19])([CH3:18])[CH3:17])=[N:14][C:13]2[C:8]1=[N:9][C:10](Cl)=[N:11][C:12]=2[N:20]1[CH2:25][CH2:24][O:23][CH2:22][CH2:21]1)(=O)C.[CH3:27][C:28]1[C:33](B2OC(C)(C)C(C)(C)O2)=[CH:32][N:31]=[C:30]([NH2:43])[N:29]=1, predict the reaction product. The product is: [NH2:43][C:30]1[N:29]=[C:28]([CH3:27])[C:33]([C:10]2[N:9]=[C:8]3[C:13]([N:14]=[C:15]([C:16]([OH:19])([CH3:17])[CH3:18])[N:7]3[CH2:6][CH2:5][OH:4])=[C:12]([N:20]3[CH2:25][CH2:24][O:23][CH2:22][CH2:21]3)[N:11]=2)=[CH:32][N:31]=1. (4) Given the reactants Cl[CH2:2][C:3]1[CH:8]=[CH:7][N:6]=[C:5]([NH:9][C:10]2[S:11][C:12]([C:15]3[CH:20]=[CH:19][CH:18]=[CH:17][CH:16]=3)=[CH:13][N:14]=2)[CH:4]=1.[CH3:21][N:22]([CH3:28])[CH2:23][CH2:24][CH2:25][NH:26][CH3:27].C([O-])(O)=O.[Na+], predict the reaction product. The product is: [CH3:21][N:22]([CH3:28])[CH2:23][CH2:24][CH2:25][N:26]([CH3:27])[CH2:2][C:3]1[CH:8]=[CH:7][N:6]=[C:5]([NH:9][C:10]2[S:11][C:12]([C:15]3[CH:20]=[CH:19][CH:18]=[CH:17][CH:16]=3)=[CH:13][N:14]=2)[CH:4]=1.